This data is from Catalyst prediction with 721,799 reactions and 888 catalyst types from USPTO. The task is: Predict which catalyst facilitates the given reaction. (1) The catalyst class is: 81. Product: [CH3:17][O:18][C:19](=[O:29])[C:20]1[C:25]([Cl:26])=[CH:24][C:23]([Cl:27])=[CH:22][C:21]=1[NH:28][C:10](=[O:12])[CH:9]([C:6]1[CH:7]=[CH:8][C:3]([O:2][CH3:1])=[C:4]([N+:14]([O-:16])=[O:15])[CH:5]=1)[CH3:13]. Reactant: [CH3:1][O:2][C:3]1[CH:8]=[CH:7][C:6]([CH:9]([CH3:13])[C:10]([OH:12])=O)=[CH:5][C:4]=1[N+:14]([O-:16])=[O:15].[CH3:17][O:18][C:19](=[O:29])[C:20]1[C:25]([Cl:26])=[CH:24][C:23]([Cl:27])=[CH:22][C:21]=1[NH2:28].ClCCl. (2) Reactant: [CH2:1]([C:3]1[N:4]([C:28]2[CH:33]=[CH:32][C:31]([O:34][C:35]3([CH2:39][OH:40])[CH2:38][CH2:37][CH2:36]3)=[CH:30][CH:29]=2)[C:5](=[O:27])[C:6]([CH2:12][C:13]2[CH:18]=[CH:17][C:16]([C:19]3[C:20]([C:25]#[N:26])=[CH:21][CH:22]=[CH:23][CH:24]=3)=[CH:15][CH:14]=2)=[C:7]([CH2:9][CH2:10][CH3:11])[N:8]=1)[CH3:2].[N:41]1C(C)=CC=CC=1C.FC(F)(F)S(O[Si](C(C)(C)C)(C)C)(=O)=O.[C:64]([O:67]CC)(=[O:66])C. Product: [CH2:1]([C:3]1[N:4]([C:28]2[CH:33]=[CH:32][C:31]([O:34][C:35]3([CH2:39][OH:40])[CH2:36][CH2:37][CH2:38]3)=[CH:30][CH:29]=2)[C:5](=[O:27])[C:6]([CH2:12][C:13]2[CH:14]=[CH:15][C:16]([C:19]3[CH:24]=[CH:23][CH:22]=[CH:21][C:20]=3[C:25]3[NH:41][C:64](=[O:66])[O:67][N:26]=3)=[CH:17][CH:18]=2)=[C:7]([CH2:9][CH2:10][CH3:11])[N:8]=1)[CH3:2]. The catalyst class is: 4. (3) Reactant: O.[NH2:2][NH2:3].[Cl:4][C:5]1[C:10]([C:11](=O)[CH:12]([CH3:14])[CH3:13])=[C:9](Cl)[CH:8]=[CH:7][N:6]=1. Product: [Cl:4][C:5]1[C:10]2[C:11]([CH:12]([CH3:14])[CH3:13])=[N:2][NH:3][C:9]=2[CH:8]=[CH:7][N:6]=1. The catalyst class is: 1. (4) Reactant: [Cl:1][C:2]1[CH:7]=[CH:6][C:5]([NH:8][C:9]2[CH:14]=[CH:13][N:12]=[C:11]([S:15]([CH3:18])(=[O:17])=[O:16])[CH:10]=2)=[C:4]([N+:19]([O-])=O)[CH:3]=1.O.NN. Product: [Cl:1][C:2]1[CH:3]=[C:4]([NH2:19])[C:5]([NH:8][C:9]2[CH:14]=[CH:13][N:12]=[C:11]([S:15]([CH3:18])(=[O:16])=[O:17])[CH:10]=2)=[CH:6][CH:7]=1. The catalyst class is: 470. (5) Reactant: [CH2:1]([O:3][C:4]([C:6]1[N:7]=[N:8][S:9][C:10]=1[NH2:11])=[O:5])[CH3:2].[C:12]([O:16][C:17](O[C:17]([O:16][C:12]([CH3:15])([CH3:14])[CH3:13])=[O:18])=[O:18])([CH3:15])([CH3:14])[CH3:13]. Product: [CH2:1]([O:3][C:4]([C:6]1[N:7]=[N:8][S:9][C:10]=1[NH:11][C:17]([O:16][C:12]([CH3:15])([CH3:14])[CH3:13])=[O:18])=[O:5])[CH3:2]. The catalyst class is: 112. (6) Reactant: C(OC([N:8]1[CH2:13][CH2:12][O:11][CH2:10][C@@H:9]1[CH2:14][O:15][C:16](=[O:45])[NH:17][C:18]1[C:19]([CH3:44])=[C:20]2[N:25]([CH:26]=1)[N:24]=[CH:23][N:22]=[C:21]2[NH:27][C:28]1[CH:33]=[CH:32][C:31]([O:34][CH2:35][C:36]2[CH:41]=[CH:40][CH:39]=[C:38]([F:42])[CH:37]=2)=[C:30]([Cl:43])[CH:29]=1)=O)(C)(C)C. Product: [NH:8]1[CH2:13][CH2:12][O:11][CH2:10][C@@H:9]1[CH2:14][O:15][C:16](=[O:45])[NH:17][C:18]1[C:19]([CH3:44])=[C:20]2[N:25]([CH:26]=1)[N:24]=[CH:23][N:22]=[C:21]2[NH:27][C:28]1[CH:33]=[CH:32][C:31]([O:34][CH2:35][C:36]2[CH:41]=[CH:40][CH:39]=[C:38]([F:42])[CH:37]=2)=[C:30]([Cl:43])[CH:29]=1. The catalyst class is: 67. (7) Reactant: C(OC[N:10]1[C:14]([C:15]2[CH:20]=[CH:19][N:18]=[C:17]([C:21]#[N:22])[CH:16]=2)=[N:13][C:12]([C:23]2[CH:28]=[CH:27][N:26]=[C:25]([C:29]3[CH:34]=[CH:33][CH:32]=[CH:31][CH:30]=3)[CH:24]=2)=[N:11]1)C1C=CC=CC=1.C1(C)C=CC=CC=1.O.[C:43]1([CH3:53])[CH:48]=[CH:47][C:46]([S:49]([OH:52])(=[O:51])=[O:50])=[CH:45][CH:44]=1. Product: [C:43]1([CH3:53])[CH:44]=[CH:45][C:46]([S:49]([OH:52])(=[O:50])=[O:51])=[CH:47][CH:48]=1.[C:21]([C:17]1[CH:16]=[C:15]([C:14]2[NH:10][N:11]=[C:12]([C:23]3[CH:28]=[CH:27][N:26]=[C:25]([C:29]4[CH:30]=[CH:31][CH:32]=[CH:33][CH:34]=4)[CH:24]=3)[N:13]=2)[CH:20]=[CH:19][N:18]=1)#[N:22]. The catalyst class is: 41. (8) Reactant: [Br:1][C:2]1[CH:15]=[N:14][C:5]2[N:6]([C:11](=[O:13])[CH3:12])[C@@H:7]([CH3:10])[CH2:8][NH:9][C:4]=2[CH:3]=1.C(N(CC)C(C)C)(C)C.Cl[C:26]([O:28][CH:29]([CH3:31])[CH3:30])=[O:27]. Product: [C:11]([N:6]1[C@@H:7]([CH3:10])[CH2:8][N:9]([C:26]([O:28][CH:29]([CH3:31])[CH3:30])=[O:27])[C:4]2[CH:3]=[C:2]([Br:1])[CH:15]=[N:14][C:5]1=2)(=[O:13])[CH3:12]. The catalyst class is: 13. (9) Reactant: [NH2:1][C:2]1[CH:3]=[N:4][C:5]([NH:8][C:9]2[CH:24]=[CH:23][C:12]([C:13]([NH:15][CH2:16][CH2:17][N:18]3[CH2:22][CH2:21][CH2:20][CH2:19]3)=[O:14])=[CH:11][CH:10]=2)=[N:6][CH:7]=1.[Cl:25][C:26]1[CH:34]=[CH:33][CH:32]=[C:31]([Cl:35])[C:27]=1[C:28](Cl)=[O:29].C(N(C(C)C)CC)(C)C. Product: [Cl:25][C:26]1[CH:34]=[CH:33][CH:32]=[C:31]([Cl:35])[C:27]=1[C:28]([NH:1][C:2]1[CH:3]=[N:4][C:5]([NH:8][C:9]2[CH:10]=[CH:11][C:12]([C:13](=[O:14])[NH:15][CH2:16][CH2:17][N:18]3[CH2:19][CH2:20][CH2:21][CH2:22]3)=[CH:23][CH:24]=2)=[N:6][CH:7]=1)=[O:29]. The catalyst class is: 1. (10) Reactant: [NH2:1][C:2]1[CH:11]=[CH:10][C:9]2[C:4](=[CH:5][CH:6]=[CH:7][CH:8]=2)[C:3]=1[C:12]([O:14][CH3:15])=[O:13].[Cl:16]N1C(=O)CCC1=O. Product: [NH2:1][C:2]1[C:11]([Cl:16])=[CH:10][C:9]2[C:4](=[CH:5][CH:6]=[CH:7][CH:8]=2)[C:3]=1[C:12]([O:14][CH3:15])=[O:13]. The catalyst class is: 10.